This data is from Reaction yield outcomes from USPTO patents with 853,638 reactions. The task is: Predict the reaction yield, written as a fraction of the theoretical maximum amount of product (1.0 means a 100% yield; for example, 0.34 means a 34% yield). (1) The reactants are [F:1][C:2]([F:10])([F:9])[C:3]([C:5]([F:8])([F:7])[F:6])=[O:4].[CH3:11][C:12](=[CH2:14])[CH3:13].C(=O)=O.CC(O)C. No catalyst specified. The product is [F:1][C:2]([F:10])([F:9])[C:3]([C:5]([F:8])([F:7])[F:6])([OH:4])[CH2:13][C:12]([CH3:14])=[CH2:11]. The yield is 0.830. (2) The reactants are [CH3:1][O:2][C:3]1[C:21]([O:22][CH3:23])=[CH:20][C:6]2[N:7]([C:10]3[S:14][C:13]([C:15]([O:17][CH3:18])=[O:16])=[C:12]([OH:19])[CH:11]=3)[CH:8]=[N:9][C:5]=2[CH:4]=1.[Cl:24][C:25]1[CH:32]=[C:31]([F:33])[CH:30]=[CH:29][C:26]=1[CH2:27]Br. No catalyst specified. The product is [Cl:24][C:25]1[CH:32]=[C:31]([F:33])[CH:30]=[CH:29][C:26]=1[CH2:27][O:19][C:12]1[CH:11]=[C:10]([N:7]2[C:6]3[CH:20]=[C:21]([O:22][CH3:23])[C:3]([O:2][CH3:1])=[CH:4][C:5]=3[N:9]=[CH:8]2)[S:14][C:13]=1[C:15]([O:17][CH3:18])=[O:16]. The yield is 0.680. (3) The reactants are FC(F)(F)C(O)=O.C(OC(=O)[NH:14][C:15]1[S:30][C:18]2[N:19]([C:24]3[CH:29]=[CH:28][CH:27]=[CH:26][CH:25]=3)[C:20](=[O:23])[CH:21]=[CH:22][C:17]=2[C:16]=1[C:31](=[O:39])[C:32]1[CH:37]=[CH:36][CH:35]=[C:34]([CH3:38])[CH:33]=1)(C)(C)C.C([O-])(O)=O.[Na+]. The catalyst is C(Cl)Cl. The product is [NH2:14][C:15]1[S:30][C:18]2[N:19]([C:24]3[CH:25]=[CH:26][CH:27]=[CH:28][CH:29]=3)[C:20](=[O:23])[CH:21]=[CH:22][C:17]=2[C:16]=1[C:31](=[O:39])[C:32]1[CH:37]=[CH:36][CH:35]=[C:34]([CH3:38])[CH:33]=1. The yield is 0.760.